Dataset: Full USPTO retrosynthesis dataset with 1.9M reactions from patents (1976-2016). Task: Predict the reactants needed to synthesize the given product. Given the product [Cl:1][C:2]1[N:7]=[C:6]2[N:8]([CH2:21][CH2:20][F:19])[N:9]=[CH:10][C:5]2=[C:4]([N:11]2[CH2:17][CH:16]3[O:18][CH:13]([CH2:14][CH2:15]3)[CH2:12]2)[N:3]=1, predict the reactants needed to synthesize it. The reactants are: [Cl:1][C:2]1[N:7]=[C:6]2[NH:8][N:9]=[CH:10][C:5]2=[C:4]([N:11]2[CH2:17][CH:16]3[O:18][CH:13]([CH2:14][CH2:15]3)[CH2:12]2)[N:3]=1.[F:19][CH2:20][CH2:21]O.CC(OC(/N=N/C(OC(C)C)=O)=O)C.